This data is from NCI-60 drug combinations with 297,098 pairs across 59 cell lines. The task is: Regression. Given two drug SMILES strings and cell line genomic features, predict the synergy score measuring deviation from expected non-interaction effect. (1) Drug 1: C1C(C(OC1N2C=NC3=C2NC=NCC3O)CO)O. Drug 2: C1CCC(C(C1)N)N.C(=O)(C(=O)[O-])[O-].[Pt+4]. Cell line: TK-10. Synergy scores: CSS=23.1, Synergy_ZIP=-5.97, Synergy_Bliss=-0.0302, Synergy_Loewe=-0.881, Synergy_HSA=0.446. (2) Drug 1: C1CC(C1)(C(=O)O)C(=O)O.[NH2-].[NH2-].[Pt+2]. Drug 2: CN(CCCl)CCCl.Cl. Cell line: HS 578T. Synergy scores: CSS=14.6, Synergy_ZIP=-3.53, Synergy_Bliss=0.431, Synergy_Loewe=-0.0869, Synergy_HSA=0.914. (3) Drug 1: CC1=CC2C(CCC3(C2CCC3(C(=O)C)OC(=O)C)C)C4(C1=CC(=O)CC4)C. Drug 2: CNC(=O)C1=NC=CC(=C1)OC2=CC=C(C=C2)NC(=O)NC3=CC(=C(C=C3)Cl)C(F)(F)F. Cell line: SK-OV-3. Synergy scores: CSS=19.1, Synergy_ZIP=-4.70, Synergy_Bliss=-1.97, Synergy_Loewe=-1.73, Synergy_HSA=-1.71. (4) Drug 2: CC12CCC3C(C1CCC2OP(=O)(O)O)CCC4=C3C=CC(=C4)OC(=O)N(CCCl)CCCl.[Na+]. Cell line: CCRF-CEM. Drug 1: C1=CC(=CC=C1CCC2=CNC3=C2C(=O)NC(=N3)N)C(=O)NC(CCC(=O)O)C(=O)O. Synergy scores: CSS=29.2, Synergy_ZIP=0.975, Synergy_Bliss=-4.23, Synergy_Loewe=-18.7, Synergy_HSA=-3.60.